Dataset: Human liver microsome stability data. Task: Regression/Classification. Given a drug SMILES string, predict its absorption, distribution, metabolism, or excretion properties. Task type varies by dataset: regression for continuous measurements (e.g., permeability, clearance, half-life) or binary classification for categorical outcomes (e.g., BBB penetration, CYP inhibition). Dataset: hlm. (1) The compound is COc1cc(Cl)c2c(O)c3ccc(Nc4ccc(OC(F)(F)F)cc4)cc3nc2c1. The result is 0 (unstable in human liver microsomes). (2) The compound is O=C(CCN1CCc2ccccc2C1)Nc1cc(-c2ccco2)c2oc(-c3ccco3)nc2c1. The result is 0 (unstable in human liver microsomes). (3) The drug is COc1ccc(-c2cc(-c3ccc(C(=O)NCCN4CCOCC4)cc3)cnc2N)cn1. The result is 0 (unstable in human liver microsomes). (4) The molecule is O=C(N[C@@H](Cc1c[nH]c2ccccc12)C(=O)Nc1ccncc1)c1ccc(-c2cc(F)ccc2F)cc1F. The result is 1 (stable in human liver microsomes). (5) The molecule is CN1CCN(c2cc(-c3ccncc3)c(-c3ccc4c(F)cccc4c3)nn2)CC1. The result is 0 (unstable in human liver microsomes).